From a dataset of Orexin1 receptor HTS with 218,158 compounds and 233 confirmed actives. Binary Classification. Given a drug SMILES string, predict its activity (active/inactive) in a high-throughput screening assay against a specified biological target. (1) The compound is S1C(CC(=O)Nc2c(OCC)cccc2)C(=O)N(C1=N)c1ccccc1. The result is 0 (inactive). (2) The compound is O1C(Cn2c3c(c4c2cccc4)cccc3)COC1(CC)C. The result is 0 (inactive).